Dataset: Forward reaction prediction with 1.9M reactions from USPTO patents (1976-2016). Task: Predict the product of the given reaction. (1) Given the reactants CCN(C(C)C)C(C)C.[C:21]([O:20][C:18](O[C:18]([O:20][C:21]([CH3:24])([CH3:23])[CH3:22])=[O:19])=[O:19])([CH3:24])([CH3:23])[CH3:22].[F:25][C:26]1[CH:27]=[C:28]([CH:32]2[NH:37][C:36](=[O:38])[C:35]3([CH2:44][O:43][CH2:42][CH2:41][O:40][CH2:39]3)[NH:34][CH2:33]2)[CH:29]=[CH:30][CH:31]=1, predict the reaction product. The product is: [F:25][C:26]1[CH:27]=[C:28]([CH:32]2[NH:37][C:36](=[O:38])[C:35]3([CH2:44][O:43][CH2:42][CH2:41][O:40][CH2:39]3)[N:34]([C:18]([O:20][C:21]([CH3:22])([CH3:23])[CH3:24])=[O:19])[CH2:33]2)[CH:29]=[CH:30][CH:31]=1. (2) Given the reactants [CH2:1]([S:3]([C:6]1[CH:7]=[CH:8][C:9]([CH2:12][NH:13][C:14]([C:16]2[CH:17]=[C:18]3[CH2:24][NH:23][C@@H:22]([CH:25]([CH3:27])[CH3:26])[C:19]3=[N:20][CH:21]=2)=[O:15])=[N:10][CH:11]=1)(=[O:5])=[O:4])[CH3:2].[F:28][C:29]([F:39])([F:38])[C@H:30]1[CH2:35][CH2:34][C@H:33]([CH:36]=O)[CH2:32][CH2:31]1.C(O)(=O)C.C([BH3-])#N.[Na+], predict the reaction product. The product is: [CH2:1]([S:3]([C:6]1[CH:7]=[CH:8][C:9]([CH2:12][NH:13][C:14]([C:16]2[CH:17]=[C:18]3[CH2:24][N:23]([CH2:36][C@H:33]4[CH2:32][CH2:31][C@H:30]([C:29]([F:28])([F:38])[F:39])[CH2:35][CH2:34]4)[C@@H:22]([CH:25]([CH3:26])[CH3:27])[C:19]3=[N:20][CH:21]=2)=[O:15])=[N:10][CH:11]=1)(=[O:4])=[O:5])[CH3:2]. (3) The product is: [CH2:19]([C:15]1([CH2:21][CH3:22])[O:16][CH2:17][CH2:18][N:13]([CH2:12][C:7]2[N:8]([CH3:11])[C:9]3[C:5]([N:6]=2)=[C:4]([N:23]2[CH2:28][CH2:27][O:26][CH2:25][CH2:24]2)[N:3]=[C:2]([N:35]2[C:30]4[CH:31]=[CH:32][CH:33]=[CH:34][C:29]=4[N:36]=[C:37]2[CH3:38])[N:10]=3)[CH2:14]1)[CH3:20]. Given the reactants Cl[C:2]1[N:10]=[C:9]2[C:5]([N:6]=[C:7]([CH2:12][N:13]3[CH2:18][CH2:17][O:16][C:15]([CH2:21][CH3:22])([CH2:19][CH3:20])[CH2:14]3)[N:8]2[CH3:11])=[C:4]([N:23]2[CH2:28][CH2:27][O:26][CH2:25][CH2:24]2)[N:3]=1.[C:29]1([NH2:36])[C:30]([NH2:35])=[CH:31][CH:32]=[CH:33][CH:34]=1.[C:37](O)(=O)[CH3:38], predict the reaction product. (4) Given the reactants [Cl:1][C:2]1[N:7]=[C:6]([C:8]([NH2:10])=[O:9])[CH:5]=[C:4](Cl)[N:3]=1.[C:12]([N:15]1[CH2:20][CH2:19][NH:18][CH2:17][CH2:16]1)(=[O:14])[CH3:13], predict the reaction product. The product is: [C:12]([N:15]1[CH2:20][CH2:19][N:18]([C:4]2[N:3]=[C:2]([Cl:1])[N:7]=[C:6]([C:8]([NH2:10])=[O:9])[CH:5]=2)[CH2:17][CH2:16]1)(=[O:14])[CH3:13]. (5) Given the reactants [CH2:1]([O:3][C:4]1[C:8]([CH2:9][CH2:10][CH2:11][O:12][C:13]2[C:17]([CH2:18][CH2:19][CH3:20])=[CH:16][NH:15][N:14]=2)=[CH:7][N:6]([C:21]2[CH:26]=[CH:25][C:24]([C:27]([F:30])([F:29])[F:28])=[CH:23][N:22]=2)[N:5]=1)[CH3:2].[H-].[Na+].[C:33]([O:36]CBr)(=[O:35])[CH3:34].O, predict the reaction product. The product is: [CH2:1]([O:3][C:4]1[C:8]([CH2:9][CH2:10][CH2:11][O:12][C:13]2[C:17]([CH2:18][CH2:19][CH3:20])=[CH:16][N:15]([CH2:34][C:33]([OH:36])=[O:35])[N:14]=2)=[CH:7][N:6]([C:21]2[CH:26]=[CH:25][C:24]([C:27]([F:29])([F:28])[F:30])=[CH:23][N:22]=2)[N:5]=1)[CH3:2]. (6) Given the reactants [F:1][C:2]1[CH:7]=[C:6]([F:8])[CH:5]=[CH:4][C:3]=1[C:9]1[N:10]=[C:11]2[N:15]([CH:16]=1)[CH:14]=[CH:13][O:12]2.C1C(=O)N([I:24])C(=O)C1.CN(C=O)C, predict the reaction product. The product is: [F:1][C:2]1[CH:7]=[C:6]([F:8])[CH:5]=[CH:4][C:3]=1[C:9]1[N:10]=[C:11]2[N:15]([C:16]=1[I:24])[CH:14]=[CH:13][O:12]2. (7) Given the reactants [C:1]([O:5][C:6]([N:8]([CH2:15][CH2:16][CH2:17][CH2:18][C:19]1[CH:24]=[CH:23][C:22]([N+:25]([O-])=O)=[CH:21][CH:20]=1)[C:9]1[CH:14]=[CH:13][CH:12]=[CH:11][N:10]=1)=[O:7])([CH3:4])([CH3:3])[CH3:2], predict the reaction product. The product is: [C:1]([O:5][C:6]([N:8]([CH2:15][CH2:16][CH2:17][CH2:18][C:19]1[CH:20]=[CH:21][C:22]([NH2:25])=[CH:23][CH:24]=1)[C:9]1[CH:14]=[CH:13][CH:12]=[CH:11][N:10]=1)=[O:7])([CH3:4])([CH3:2])[CH3:3]. (8) Given the reactants Cl[C:2]1[C:11]2[C:6](=[CH:7][CH:8]=[C:9]([Cl:12])[N:10]=2)[N:5]=[CH:4][C:3]=1[C:13](=[O:15])[CH3:14].[CH3:16][N:17]1[CH2:22][CH2:21][CH:20]([N:23]2[CH:27]=[C:26]([NH2:28])[CH:25]=[N:24]2)[CH2:19][CH2:18]1, predict the reaction product. The product is: [Cl:12][C:9]1[N:10]=[C:11]2[C:6](=[CH:7][CH:8]=1)[N:5]=[CH:4][C:3]([C:13](=[O:15])[CH3:14])=[C:2]2[NH:28][C:26]1[CH:25]=[N:24][N:23]([CH:20]2[CH2:21][CH2:22][N:17]([CH3:16])[CH2:18][CH2:19]2)[CH:27]=1. (9) Given the reactants [NH2:1][C:2]1[CH:9]=[C:8]([N+:10]([O-:12])=[O:11])[CH:7]=[CH:6][C:3]=1[CH2:4][OH:5].CCN(CC)CC.[Cl:20][CH2:21][CH2:22][N:23]([CH2:28][CH2:29][Cl:30])[P:24](Cl)(Cl)=[O:25], predict the reaction product. The product is: [N+:10]([C:8]1[CH:7]=[CH:6][C:3]2[CH2:4][O:5][P:24](=[O:25])([N:23]([CH2:28][CH2:29][Cl:30])[CH2:22][CH2:21][Cl:20])[NH:1][C:2]=2[CH:9]=1)([O-:12])=[O:11].